From a dataset of Catalyst prediction with 721,799 reactions and 888 catalyst types from USPTO. Predict which catalyst facilitates the given reaction. (1) Reactant: C([N:8]1[C@H:22]([CH3:23])[CH2:21][N:11]2[C:12](=[O:20])[C:13]3[CH:14]=[CH:15][CH:16]=[CH:17][C:18]=3[CH2:19][C@@H:10]2[CH2:9]1)C1C=CC=CC=1.[H][H]. Product: [CH3:23][C@@H:22]1[CH2:21][N:11]2[C:12](=[O:20])[C:13]3[CH:14]=[CH:15][CH:16]=[CH:17][C:18]=3[CH2:19][C@@H:10]2[CH2:9][NH:8]1. The catalyst class is: 43. (2) Reactant: Cl[C:2]1[N:11]=[CH:10][CH:9]=[C:8]2[C:3]=1[CH:4]=[C:5]([C:30]1[CH:35]=[CH:34][CH:33]=[CH:32][CH:31]=1)[C:6]([C:12]1[CH:17]=[CH:16][C:15]([CH2:18][N:19]3[CH2:24][CH2:23][CH:22]([C:25]4[NH:29][CH:28]=[N:27][N:26]=4)[CH2:21][CH2:20]3)=[CH:14][CH:13]=1)=[N:7]2.[NH2:36][NH2:37]. Product: [NH:36]([C:2]1[N:11]=[CH:10][CH:9]=[C:8]2[C:3]=1[CH:4]=[C:5]([C:30]1[CH:35]=[CH:34][CH:33]=[CH:32][CH:31]=1)[C:6]([C:12]1[CH:17]=[CH:16][C:15]([CH2:18][N:19]3[CH2:24][CH2:23][CH:22]([C:25]4[NH:29][CH:28]=[N:27][N:26]=4)[CH2:21][CH2:20]3)=[CH:14][CH:13]=1)=[N:7]2)[NH2:37]. The catalyst class is: 12. (3) Reactant: [I:1][C:2]1[NH:6][N:5]=[CH:4][C:3]=1[C:7]1[CH:12]=[CH:11][N:10]=[C:9]([S:13][CH3:14])[N:8]=1.Br[C:16]([CH3:22])([CH3:21])[C:17]([O:19][CH3:20])=[O:18].C(=O)([O-])[O-].[K+].[K+]. Product: [I:1][C:2]1[C:3]([C:7]2[CH:12]=[CH:11][N:10]=[C:9]([S:13][CH3:14])[N:8]=2)=[CH:4][N:5]([C:16]([CH3:22])([CH3:21])[C:17]([O:19][CH3:20])=[O:18])[N:6]=1. The catalyst class is: 3. (4) Reactant: C(=O)([O-])[O-].[K+].[K+].[I:7][C:8]1[CH:13]=[CH:12][C:11]([OH:14])=[CH:10][CH:9]=1.CS(O[CH:20]([CH3:42])[CH2:21][O:22][C:23]([C:36]1[CH:41]=[CH:40][CH:39]=[CH:38][CH:37]=1)([C:30]1[CH:35]=[CH:34][CH:33]=[CH:32][CH:31]=1)[C:24]1[CH:29]=[CH:28][CH:27]=[CH:26][CH:25]=1)(=O)=O. Product: [I:7][C:8]1[CH:13]=[CH:12][C:11]([O:14][CH:20]([CH3:42])[CH2:21][O:22][C:23]([C:30]2[CH:35]=[CH:34][CH:33]=[CH:32][CH:31]=2)([C:24]2[CH:25]=[CH:26][CH:27]=[CH:28][CH:29]=2)[C:36]2[CH:41]=[CH:40][CH:39]=[CH:38][CH:37]=2)=[CH:10][CH:9]=1. The catalyst class is: 6. (5) Reactant: [Cl:1][C:2]1[CH:11]=[C:10]([O:12][CH3:13])[C:9]([N+:14]([O-])=O)=[CH:8][C:3]=1[C:4]([O:6][CH3:7])=[O:5].[Sn](Cl)Cl. Product: [NH2:14][C:9]1[C:10]([O:12][CH3:13])=[CH:11][C:2]([Cl:1])=[C:3]([CH:8]=1)[C:4]([O:6][CH3:7])=[O:5]. The catalyst class is: 5.